Task: Predict the product of the given reaction.. Dataset: Forward reaction prediction with 1.9M reactions from USPTO patents (1976-2016) (1) Given the reactants Cl.[S:2]1[C:10]2[CH2:9][CH2:8][NH:7][CH2:6][C:5]=2[CH:4]=[CH:3]1.Br.Br[CH2:13][C:14]1[CH:19]=[CH:18][CH:17]=[CH:16][N:15]=1.C([O-])([O-])=O.[K+].[K+], predict the reaction product. The product is: [N:15]1[CH:16]=[CH:17][CH:18]=[CH:19][C:14]=1[CH2:13][N:7]1[CH2:8][CH2:9][C:10]2[S:2][CH:3]=[CH:4][C:5]=2[CH2:6]1. (2) Given the reactants CCN(C(C)C)C(C)C.CN(C(ON1N=NC2C=CC=NC1=2)=[N+](C)C)C.F[P-](F)(F)(F)(F)F.[CH:34]1([C:40]([OH:42])=O)[CH2:39][CH2:38][CH2:37][CH2:36][CH2:35]1.[Br:43][C:44]1[CH:53]=[CH:52][C:47]2[N:48]=[C:49]([NH2:51])[S:50][C:46]=2[CH:45]=1, predict the reaction product. The product is: [Br:43][C:44]1[CH:53]=[CH:52][C:47]2[N:48]=[C:49]([NH:51][C:40]([CH:34]3[CH2:35][CH2:36][CH2:37][CH2:38][CH2:39]3)=[O:42])[S:50][C:46]=2[CH:45]=1. (3) Given the reactants [NH:1]1[CH2:5][CH2:4][C@H:3]([NH:6][C:7](=[O:15])[O:8][C@@H:9]([CH3:14])[C:10]([F:13])([F:12])[F:11])[CH2:2]1.Cl[C:17]1[N:22]=[C:21]([NH:23][C:24]2[CH:28]=[CH:27][NH:26][N:25]=2)[CH:20]=[C:19]([CH3:29])[N:18]=1.CCN(C(C)C)C(C)C, predict the reaction product. The product is: [CH3:29][C:19]1[CH:20]=[C:21]([NH:23][C:24]2[CH:28]=[CH:27][NH:26][N:25]=2)[N:22]=[C:17]([N:1]2[CH2:5][CH2:4][C@H:3]([NH:6][C:7](=[O:15])[O:8][C@@H:9]([CH3:14])[C:10]([F:13])([F:11])[F:12])[CH2:2]2)[N:18]=1. (4) Given the reactants [CH3:1][N:2]([CH3:23])[S:3]([N:6]1[CH:10]=[C:9]([CH:11]2[C:15]3[CH:16]=[CH:17][CH:18]=[C:19]([N+:20]([O-])=O)[C:14]=3[CH2:13][O:12]2)[N:8]=[CH:7]1)(=[O:5])=[O:4], predict the reaction product. The product is: [NH2:20][C:19]1[C:14]2[CH2:13][O:12][CH:11]([C:9]3[N:8]=[CH:7][N:6]([S:3]([N:2]([CH3:23])[CH3:1])(=[O:4])=[O:5])[CH:10]=3)[C:15]=2[CH:16]=[CH:17][CH:18]=1. (5) Given the reactants [OH-].[Na+].[CH3:3][N:4]1[C:17]2[CH:16]=[C:15]([CH:18]([CH2:33][CH:34]3[CH2:39][CH2:38][O:37][CH2:36][CH2:35]3)[C:19]([NH:21][C:22]3[S:23][CH:24]=[C:25]([CH2:27][C:28]([O:30]CC)=[O:29])[N:26]=3)=[O:20])[CH:14]=[CH:13][C:12]=2[S:11](=[O:41])(=[O:40])[C:10]2[C:5]1=[CH:6][CH:7]=[CH:8][CH:9]=2.Cl, predict the reaction product. The product is: [CH3:3][N:4]1[C:17]2[CH:16]=[C:15]([CH:18]([CH2:33][CH:34]3[CH2:35][CH2:36][O:37][CH2:38][CH2:39]3)[C:19]([NH:21][C:22]3[S:23][CH:24]=[C:25]([CH2:27][C:28]([OH:30])=[O:29])[N:26]=3)=[O:20])[CH:14]=[CH:13][C:12]=2[S:11](=[O:40])(=[O:41])[C:10]2[C:5]1=[CH:6][CH:7]=[CH:8][CH:9]=2.